This data is from Experimentally validated miRNA-target interactions with 360,000+ pairs, plus equal number of negative samples. The task is: Binary Classification. Given a miRNA mature sequence and a target amino acid sequence, predict their likelihood of interaction. The miRNA is hsa-miR-6129 with sequence UGAGGGAGUUGGGUGUAUA. The protein sequence of the target gene is MAAPDLSTNLQEEATCAICLDYFTDPVMTDCGHNFCRECIRRCWGQPEGPYACPECRELSPQRNLRPNRPLAKMAEMARRLHPPSPVPQGVCPAHREPLAAFCGDELRLLCAACERSGEHWAHRVRPLQDAAEDLKAKLEKSLEHLRKQMQDALLFQAQADETCVLWQKMVESQRQNVLGEFERLRRLLAEEEQQLLQRLEEEELEVLPRLREGAAHLGQQSAHLAELIAELEGRCQLPALGLLQDIKDALRRVQDVKLQPPEVVPMELRTVCRVPGLVETLRRFRGDVTLDPDTANPEL.... Result: 0 (no interaction).